From a dataset of Catalyst prediction with 721,799 reactions and 888 catalyst types from USPTO. Predict which catalyst facilitates the given reaction. Reactant: [O:1]1[CH2:6][CH2:5][CH:4]([C:7]([C:9]2[S:13][C:12]([NH2:14])=[N:11][C:10]=2[C:15]2[O:16][CH:17]=[CH:18][CH:19]=2)=[O:8])[CH2:3][CH2:2]1.[F:20][C:21]1[CH:29]=[CH:28][C:24]([C:25](O)=[O:26])=[CH:23][CH:22]=1.CCN=C=NCCCN(C)C.Cl.O.ON1C2C=CC=CC=2N=N1.C(=O)([O-])O.[Na+]. Product: [F:20][C:21]1[CH:29]=[CH:28][C:24]([C:25]([NH:14][C:12]2[S:13][C:9]([C:7]([CH:4]3[CH2:5][CH2:6][O:1][CH2:2][CH2:3]3)=[O:8])=[C:10]([C:15]3[O:16][CH:17]=[CH:18][CH:19]=3)[N:11]=2)=[O:26])=[CH:23][CH:22]=1. The catalyst class is: 18.